This data is from Reaction yield outcomes from USPTO patents with 853,638 reactions. The task is: Predict the reaction yield, written as a fraction of the theoretical maximum amount of product (1.0 means a 100% yield; for example, 0.34 means a 34% yield). (1) The reactants are [CH:1]1([CH2:4][CH2:5][NH:6][C:7]([C:9]2[N:10]=[N:11][C:12]([N:15]3[CH2:20][CH2:19][NH:18][CH2:17][CH2:16]3)=[CH:13][CH:14]=2)=[O:8])[CH2:3][CH2:2]1.Cl[C:22]1[O:23][C:24]2[CH:30]=[CH:29][CH:28]=[CH:27][C:25]=2[N:26]=1.N12CCCN=C1CCCCC2. The catalyst is O1CCOCC1.[I-].C([N+](CCCC)(CCCC)CCCC)CCC. The product is [CH:1]1([CH2:4][CH2:5][NH:6][C:7]([C:9]2[N:10]=[N:11][C:12]([N:15]3[CH2:20][CH2:19][N:18]([C:22]4[O:23][C:24]5[CH:30]=[CH:29][CH:28]=[CH:27][C:25]=5[N:26]=4)[CH2:17][CH2:16]3)=[CH:13][CH:14]=2)=[O:8])[CH2:3][CH2:2]1. The yield is 0.440. (2) The reactants are [CH3:1][O:2][C:3]1[CH:11]=[C:10]2[C:6]([CH:7]=[CH:8][NH:9]2)=[CH:5][CH:4]=1.ClS([N:16]=[C:17]=O)(=O)=O. The catalyst is CN(C=O)C. The product is [CH3:1][O:2][C:3]1[CH:11]=[C:10]2[C:6]([C:7]([C:17]#[N:16])=[CH:8][NH:9]2)=[CH:5][CH:4]=1. The yield is 0.850. (3) The reactants are [Br:1][C:2]1[N:3]=[C:4]([NH:21][NH2:22])[C:5]([N:8]2[CH2:13][CH2:12][N:11]([C:14]([O:16][C:17]([CH3:20])([CH3:19])[CH3:18])=[O:15])[CH2:10][CH2:9]2)=[N:6][CH:7]=1.[CH:23](OCC)(OCC)OCC. No catalyst specified. The product is [Br:1][C:2]1[N:3]2[CH:23]=[N:22][N:21]=[C:4]2[C:5]([N:8]2[CH2:9][CH2:10][N:11]([C:14]([O:16][C:17]([CH3:18])([CH3:19])[CH3:20])=[O:15])[CH2:12][CH2:13]2)=[N:6][CH:7]=1. The yield is 0.690. (4) The reactants are Cl[C:2]1[N:7]=[N:6][C:5]2[C:8]3[CH:16]=[CH:15][CH:14]=[CH:13][C:9]=3[CH2:10][CH2:11][CH2:12][C:4]=2[CH:3]=1.[NH2:17][NH2:18].O. The catalyst is C(O)C. The product is [NH:17]([C:2]1[N:7]=[N:6][C:5]2[C:8]3[CH:16]=[CH:15][CH:14]=[CH:13][C:9]=3[CH2:10][CH2:11][CH2:12][C:4]=2[CH:3]=1)[NH2:18]. The yield is 0.980. (5) The reactants are [CH2:1]([N:4]=[C:5]=[O:6])[CH2:2][CH3:3].[CH2:7]([O:14][C@H:15]([CH3:20])[C:16]([NH:18][NH2:19])=[O:17])[C:8]1[CH:13]=[CH:12][CH:11]=[CH:10][CH:9]=1. The catalyst is ClCCl. The product is [CH2:7]([O:14][C@H:15]([CH3:20])[C:16]([NH:18][NH:19][C:5]([NH:4][CH2:1][CH2:2][CH3:3])=[O:6])=[O:17])[C:8]1[CH:13]=[CH:12][CH:11]=[CH:10][CH:9]=1. The yield is 0.990.